This data is from Peptide-MHC class I binding affinity with 185,985 pairs from IEDB/IMGT. The task is: Regression. Given a peptide amino acid sequence and an MHC pseudo amino acid sequence, predict their binding affinity value. This is MHC class I binding data. (1) The peptide sequence is EASISNITTA. The MHC is HLA-B58:01 with pseudo-sequence HLA-B58:01. The binding affinity (normalized) is 0.316. (2) The peptide sequence is GYKDGNEYI. The MHC is H-2-Kb with pseudo-sequence H-2-Kb. The binding affinity (normalized) is 0.134. (3) The binding affinity (normalized) is 0.0847. The peptide sequence is AETESATLF. The MHC is HLA-A24:03 with pseudo-sequence HLA-A24:03. (4) The peptide sequence is KCDELAAKL. The MHC is HLA-B07:02 with pseudo-sequence HLA-B07:02. The binding affinity (normalized) is 0. (5) The peptide sequence is SISSVLTIL. The MHC is HLA-A68:02 with pseudo-sequence HLA-A68:02. The binding affinity (normalized) is 0.744. (6) The peptide sequence is KAVRLIKFLY. The MHC is HLA-B18:01 with pseudo-sequence HLA-B18:01. The binding affinity (normalized) is 0.0654. (7) The peptide sequence is QTASRHAEVI. The MHC is Patr-B0101 with pseudo-sequence Patr-B0101. The binding affinity (normalized) is 0.717.